This data is from Catalyst prediction with 721,799 reactions and 888 catalyst types from USPTO. The task is: Predict which catalyst facilitates the given reaction. (1) Reactant: [CH3:1][C:2]1([CH3:30])[O:6][C@@H:5]([CH2:7][O:8][C:9]2[CH:14]=[CH:13][CH:12]=[CH:11][C:10]=2[C:15]2[CH:16]=[CH:17][C:18]3[N:19]([C:21]([C:25]([O:27]CC)=[O:26])=[C:22]([CH3:24])[N:23]=3)[N:20]=2)[CH2:4][O:3]1.O[Li].O.O. Product: [CH3:1][C:2]1([CH3:30])[O:6][C@@H:5]([CH2:7][O:8][C:9]2[CH:14]=[CH:13][CH:12]=[CH:11][C:10]=2[C:15]2[CH:16]=[CH:17][C:18]3[N:19]([C:21]([C:25]([OH:27])=[O:26])=[C:22]([CH3:24])[N:23]=3)[N:20]=2)[CH2:4][O:3]1. The catalyst class is: 1. (2) The catalyst class is: 68. Product: [NH3:2].[Cl:34][C:35]1[C:42]([OH:43])=[CH:41][CH:40]=[CH:39][C:36]=1[CH2:37][N:2]([CH3:1])[CH2:3][CH2:4][CH2:5][CH2:6][CH2:7][CH2:8][CH2:9][CH2:10][CH2:11][N:12]1[CH2:13][CH2:14][CH:15]([O:18][C:19](=[O:33])[NH:20][C:21]2[CH:26]=[CH:25][CH:24]=[CH:23][C:22]=2[C:27]2[CH:28]=[CH:29][CH:30]=[CH:31][CH:32]=2)[CH2:16][CH2:17]1. Reactant: [CH3:1][NH:2][CH2:3][CH2:4][CH2:5][CH2:6][CH2:7][CH2:8][CH2:9][CH2:10][CH2:11][N:12]1[CH2:17][CH2:16][CH:15]([O:18][C:19](=[O:33])[NH:20][C:21]2[CH:26]=[CH:25][CH:24]=[CH:23][C:22]=2[C:27]2[CH:32]=[CH:31][CH:30]=[CH:29][CH:28]=2)[CH2:14][CH2:13]1.[Cl:34][C:35]1[C:42]([OH:43])=[CH:41][CH:40]=[CH:39][C:36]=1[CH:37]=O.C(O[BH-](OC(=O)C)OC(=O)C)(=O)C.[Na+].